This data is from Reaction yield outcomes from USPTO patents with 853,638 reactions. The task is: Predict the reaction yield, written as a fraction of the theoretical maximum amount of product (1.0 means a 100% yield; for example, 0.34 means a 34% yield). (1) The reactants are OS(O)(=O)=O.[N+:6]([O-:9])(O)=[O:7].[Br:10][C:11]1[S:15][N:14]=[CH:13][CH:12]=1.[Br-]. No catalyst specified. The product is [Br:10][C:11]1[S:15][N:14]=[CH:13][C:12]=1[N+:6]([O-:9])=[O:7]. The yield is 0.580. (2) The reactants are [F:1][C:2]1[CH:7]=[CH:6][C:5](/[CH:8]=[CH:9]/[C:10]([O:12][CH2:13][CH3:14])=[O:11])=[CH:4][C:3]=1[NH:15][C:16]([C:18]1[C:27]2[C:22](=[CH:23][CH:24]=[CH:25][CH:26]=2)[CH:21]=[C:20]([C:28]2[CH:33]=[CH:32][CH:31]=[C:30]([F:34])[CH:29]=2)[CH:19]=1)=[O:17].CC([O-])=O.[Na+]. No catalyst specified. The product is [F:1][C:2]1[CH:7]=[CH:6][C:5]([CH2:8][CH2:9][C:10]([O:12][CH2:13][CH3:14])=[O:11])=[CH:4][C:3]=1[NH:15][C:16]([C:18]1[C:27]2[C:22](=[CH:23][CH:24]=[CH:25][CH:26]=2)[CH:21]=[C:20]([C:28]2[CH:33]=[CH:32][CH:31]=[C:30]([F:34])[CH:29]=2)[CH:19]=1)=[O:17]. The yield is 0.800. (3) The reactants are [OH:1][CH2:2][CH2:3][NH:4][C:5](=[O:11])[O:6][C:7]([CH3:10])([CH3:9])[CH3:8].C(N(CC)CC)C.Cl. The catalyst is CS(C)=O. The product is [O:1]=[CH:2][CH2:3][NH:4][C:5](=[O:11])[O:6][C:7]([CH3:9])([CH3:8])[CH3:10]. The yield is 0.660. (4) The reactants are [CH3:1][C:2]1[CH:7]=[CH:6][CH:5]=[C:4]([O:8][CH2:9][C:10]2[CH:15]=[CH:14][C:13](/[CH:16]=[CH:17]/[N+:18]([O-:20])=[O:19])=[CH:12][CH:11]=2)[N:3]=1.C(O)(=O)C.[BH4-].[Na+].O. The catalyst is CS(C)=O. The product is [CH3:1][C:2]1[CH:7]=[CH:6][CH:5]=[C:4]([O:8][CH2:9][C:10]2[CH:15]=[CH:14][C:13]([CH2:16][CH2:17][N+:18]([O-:20])=[O:19])=[CH:12][CH:11]=2)[N:3]=1. The yield is 0.560. (5) The reactants are [NH2:1][C:2]1[CH:10]=[C:6]([C:7]([OH:9])=[O:8])[C:5]([OH:11])=[CH:4][CH:3]=1.[N+:12]([C:15]1[CH:20]=[CH:19][C:18]([CH2:21][CH2:22][CH2:23]Br)=[CH:17][CH:16]=1)([O-:14])=[O:13]. No catalyst specified. The product is [OH:11][C:5]1[CH:4]=[CH:3][C:2]([NH:1][CH2:23][CH2:22][CH2:21][C:18]2[CH:19]=[CH:20][C:15]([N+:12]([O-:14])=[O:13])=[CH:16][CH:17]=2)=[CH:10][C:6]=1[C:7]([OH:9])=[O:8]. The yield is 0.500. (6) The reactants are [F:1][C:2]1[CH:3]=[C:4]2[C:9](=[CH:10][CH:11]=1)[C:8]([NH2:12])=[CH:7][CH:6]=[CH:5]2.[H+].[B-:14]([F:18])([F:17])([F:16])[F:15].[N:19]([O-])=O.[Na+]. The catalyst is O. The product is [F:15][B-:14]([F:18])([F:17])[F:16].[F:1][C:2]1[CH:3]=[C:4]2[C:9](=[CH:10][CH:11]=1)[C:8]([N+:12]#[N:19])=[CH:7][CH:6]=[CH:5]2. The yield is 0.500.